From a dataset of Reaction yield outcomes from USPTO patents with 853,638 reactions. Predict the reaction yield, written as a fraction of the theoretical maximum amount of product (1.0 means a 100% yield; for example, 0.34 means a 34% yield). (1) The reactants are C1(N=C=NC2CCCCC2)CCCCC1.ON1C2C=CC=CC=2N=N1.[OH:26][CH:27]([CH3:31])[C:28](O)=[O:29].[CH3:32][O:33][C:34]1[CH:43]=[C:42]([O:44][CH3:45])[CH:41]=[C:40]2[C:35]=1[C:36](=[O:59])[NH:37][C:38]([C:46]1[C:51]([NH:52][CH:53]3[CH2:58][CH2:57][NH:56][CH2:55][CH2:54]3)=[CH:50][CH:49]=[CH:48][N:47]=1)=[N:39]2. The catalyst is CN(C=O)C. The product is [OH:26][CH:27]([CH3:31])[C:28]([N:56]1[CH2:55][CH2:54][CH:53]([NH:52][C:51]2[C:46]([C:38]3[NH:37][C:36](=[O:59])[C:35]4[C:40](=[CH:41][C:42]([O:44][CH3:45])=[CH:43][C:34]=4[O:33][CH3:32])[N:39]=3)=[N:47][CH:48]=[CH:49][CH:50]=2)[CH2:58][CH2:57]1)=[O:29]. The yield is 0.120. (2) The reactants are [C:1]1([C:7]2[N:8]([C:19]3[CH:27]=[CH:26][C:22]([C:23](O)=[O:24])=[CH:21][CH:20]=3)[C:9]([CH2:12][CH2:13][C:14]3[NH:18][N:17]=[N:16][N:15]=3)=[CH:10][CH:11]=2)[CH:6]=[CH:5][CH:4]=[CH:3][CH:2]=1.CC[N:30]=C=NCCCN(C)C.C1C=C2N=NN(O)C2=CC=1.O.CCN(C(C)C)C(C)C. The catalyst is CN(C=O)C.C(Cl)Cl.C(O)(=O)CC(CC(O)=O)(C(O)=O)O. The product is [C:1]1([C:7]2[N:8]([C:19]3[CH:27]=[CH:26][C:22]([C:23]([NH2:30])=[O:24])=[CH:21][CH:20]=3)[C:9]([CH2:12][CH2:13][C:14]3[NH:18][N:17]=[N:16][N:15]=3)=[CH:10][CH:11]=2)[CH:6]=[CH:5][CH:4]=[CH:3][CH:2]=1. The yield is 0.300. (3) The reactants are [OH:1][C:2]1[C:11]([C:12]2[S:13][CH:14]=[CH:15][N:16]=2)=[CH:10][C:9]2[N:8]=[C:7]([C:17]3[S:18][CH:19]=[CH:20][N:21]=3)[CH:6]=[N:5][C:4]=2[C:3]=1[C:22](O)=[O:23].Cl.C([NH:28][CH2:29][C:30]([OH:32])=[O:31])C.[CH2:33](N(CC)CC)[CH3:34].C1CN([P+](ON2N=NC3C=CC=CC2=3)(N2CCCC2)N2CCCC2)CC1.F[P-](F)(F)(F)(F)F. The catalyst is CN(C)C=O. The product is [OH:1][C:2]1[C:3]([C:22]([NH:28][CH2:29][C:30]([O:32][CH2:33][CH3:34])=[O:31])=[O:23])=[C:4]2[C:9](=[CH:10][C:11]=1[C:12]1[S:13][CH:14]=[CH:15][N:16]=1)[N:8]=[C:7]([C:17]1[S:18][CH:19]=[CH:20][N:21]=1)[CH:6]=[N:5]2. The yield is 0.551. (4) The reactants are Br[C:2]1[N:3]([CH2:21][C:22]([O:24][C:25]([CH3:28])([CH3:27])[CH3:26])=[O:23])[C:4]2[C:9]([C:10]=1[CH:11]1[CH2:16][CH2:15][CH2:14][CH2:13][CH2:12]1)=[CH:8][CH:7]=[C:6]([C:17]([O:19][CH3:20])=[O:18])[CH:5]=2.C([O-])([O-])=O.[Na+].[Na+].[C:35]1(B(O)O)[CH:40]=[CH:39][CH:38]=[CH:37][CH:36]=1. The catalyst is O1CCOCC1.Cl[Pd](Cl)([P](C1C=CC=CC=1)(C1C=CC=CC=1)C1C=CC=CC=1)[P](C1C=CC=CC=1)(C1C=CC=CC=1)C1C=CC=CC=1. The product is [C:25]([O:24][C:22](=[O:23])[CH2:21][N:3]1[C:4]2[C:9](=[CH:8][CH:7]=[C:6]([C:17]([O:19][CH3:20])=[O:18])[CH:5]=2)[C:10]([CH:11]2[CH2:16][CH2:15][CH2:14][CH2:13][CH2:12]2)=[C:2]1[C:35]1[CH:40]=[CH:39][CH:38]=[CH:37][CH:36]=1)([CH3:28])([CH3:27])[CH3:26]. The yield is 0.880.